Dataset: NCI-60 drug combinations with 297,098 pairs across 59 cell lines. Task: Regression. Given two drug SMILES strings and cell line genomic features, predict the synergy score measuring deviation from expected non-interaction effect. (1) Drug 1: COC1=CC(=CC(=C1O)OC)C2C3C(COC3=O)C(C4=CC5=C(C=C24)OCO5)OC6C(C(C7C(O6)COC(O7)C8=CC=CS8)O)O. Drug 2: C1CN(CCN1C(=O)CCBr)C(=O)CCBr. Cell line: MDA-MB-435. Synergy scores: CSS=11.7, Synergy_ZIP=0.932, Synergy_Bliss=8.22, Synergy_Loewe=-1.89, Synergy_HSA=1.59. (2) Drug 1: CC1=C2C(C(=O)C3(C(CC4C(C3C(C(C2(C)C)(CC1OC(=O)C(C(C5=CC=CC=C5)NC(=O)C6=CC=CC=C6)O)O)OC(=O)C7=CC=CC=C7)(CO4)OC(=O)C)O)C)OC(=O)C. Drug 2: C1=NC(=NC(=O)N1C2C(C(C(O2)CO)O)O)N. Cell line: RXF 393. Synergy scores: CSS=22.0, Synergy_ZIP=-1.73, Synergy_Bliss=0.340, Synergy_Loewe=0.929, Synergy_HSA=2.75. (3) Drug 1: CC1=C(C=C(C=C1)NC2=NC=CC(=N2)N(C)C3=CC4=NN(C(=C4C=C3)C)C)S(=O)(=O)N.Cl. Drug 2: C1=CC(=CC=C1C#N)C(C2=CC=C(C=C2)C#N)N3C=NC=N3. Cell line: SK-MEL-5. Synergy scores: CSS=-0.609, Synergy_ZIP=2.21, Synergy_Bliss=5.28, Synergy_Loewe=1.33, Synergy_HSA=1.81. (4) Drug 1: CC1=C(C=C(C=C1)NC2=NC=CC(=N2)N(C)C3=CC4=NN(C(=C4C=C3)C)C)S(=O)(=O)N.Cl. Drug 2: B(C(CC(C)C)NC(=O)C(CC1=CC=CC=C1)NC(=O)C2=NC=CN=C2)(O)O. Cell line: RPMI-8226. Synergy scores: CSS=19.3, Synergy_ZIP=15.9, Synergy_Bliss=12.6, Synergy_Loewe=-17.9, Synergy_HSA=5.86. (5) Drug 1: CC(C1=C(C=CC(=C1Cl)F)Cl)OC2=C(N=CC(=C2)C3=CN(N=C3)C4CCNCC4)N. Drug 2: CC1=C2C(C(=O)C3(C(CC4C(C3C(C(C2(C)C)(CC1OC(=O)C(C(C5=CC=CC=C5)NC(=O)C6=CC=CC=C6)O)O)OC(=O)C7=CC=CC=C7)(CO4)OC(=O)C)O)C)OC(=O)C. Cell line: HCT116. Synergy scores: CSS=67.6, Synergy_ZIP=6.32, Synergy_Bliss=3.41, Synergy_Loewe=-7.72, Synergy_HSA=5.24. (6) Drug 1: CC(CN1CC(=O)NC(=O)C1)N2CC(=O)NC(=O)C2. Drug 2: CC1=C(C(CCC1)(C)C)C=CC(=CC=CC(=CC(=O)O)C)C. Cell line: SK-OV-3. Synergy scores: CSS=25.0, Synergy_ZIP=8.81, Synergy_Bliss=8.45, Synergy_Loewe=13.8, Synergy_HSA=12.1. (7) Drug 1: CC1=C2C(C(=O)C3(C(CC4C(C3C(C(C2(C)C)(CC1OC(=O)C(C(C5=CC=CC=C5)NC(=O)OC(C)(C)C)O)O)OC(=O)C6=CC=CC=C6)(CO4)OC(=O)C)O)C)O. Drug 2: N.N.Cl[Pt+2]Cl. Cell line: A498. Synergy scores: CSS=6.20, Synergy_ZIP=-8.51, Synergy_Bliss=-3.53, Synergy_Loewe=-3.51, Synergy_HSA=-3.85. (8) Drug 1: CN(C)C1=NC(=NC(=N1)N(C)C)N(C)C. Drug 2: C1CN(P(=O)(OC1)NCCCl)CCCl. Cell line: DU-145. Synergy scores: CSS=-6.41, Synergy_ZIP=1.96, Synergy_Bliss=-0.652, Synergy_Loewe=-4.33, Synergy_HSA=-4.64.